Dataset: Peptide-MHC class II binding affinity with 134,281 pairs from IEDB. Task: Regression. Given a peptide amino acid sequence and an MHC pseudo amino acid sequence, predict their binding affinity value. This is MHC class II binding data. (1) The peptide sequence is VIPEPGQQRSIQDNQ. The MHC is HLA-DQA10201-DQB10402 with pseudo-sequence HLA-DQA10201-DQB10402. The binding affinity (normalized) is 0. (2) The peptide sequence is LVAGPAGSYAADLGY. The MHC is HLA-DPA10103-DPB10401 with pseudo-sequence HLA-DPA10103-DPB10401. The binding affinity (normalized) is 0.